From a dataset of Full USPTO retrosynthesis dataset with 1.9M reactions from patents (1976-2016). Predict the reactants needed to synthesize the given product. (1) The reactants are: [CH2:1]([O:3][C:4]([C:6]1[C:10]2[CH:11]=[CH:12][C:13]([O:15]C)=[CH:14][C:9]=2[O:8][CH:7]=1)=[O:5])[CH3:2].B(Br)(Br)Br. Given the product [CH2:1]([O:3][C:4]([C:6]1[C:10]2[CH:11]=[CH:12][C:13]([OH:15])=[CH:14][C:9]=2[O:8][CH:7]=1)=[O:5])[CH3:2], predict the reactants needed to synthesize it. (2) Given the product [CH3:31][C:13]1([CH3:12])[CH2:22][CH2:21][C:20]([CH3:23])([CH3:24])[C:19]2[CH:18]=[C:17]([C:25]([O:27][CH2:28][CH3:29])=[O:26])[CH:16]=[C:15]([Br:30])[C:14]1=2.[CH3:12][C:13]1([CH3:31])[CH2:22][CH2:21][C:20]([CH3:23])([CH3:24])[C:19]2[CH:18]=[C:17]([C:25]([OH:27])=[O:26])[CH:16]=[C:15]([Br:30])[C:14]1=2, predict the reactants needed to synthesize it. The reactants are: C(ON=O)CC(C)C.O[PH2]=O.[CH3:12][C:13]1([CH3:31])[CH2:22][CH2:21][C:20]([CH3:24])([CH3:23])[C:19]2[CH:18]=[C:17]([C:25]([O:27][CH2:28][CH3:29])=[O:26])[CH:16]=[C:15]([Br:30])[C:14]1=2. (3) Given the product [CH3:1][C:2]1[C:6]([CH2:7][N:8]2[CH:12]=[C:11]([NH:13][C:25](=[O:26])[O:27][CH2:28][CH2:31][CH2:36][CH3:37])[CH:10]=[N:9]2)=[C:5]([CH3:16])[O:4][N:3]=1, predict the reactants needed to synthesize it. The reactants are: [CH3:1][C:2]1[C:6]([CH2:7][N:8]2[CH:12]=[C:11]([N+:13]([O-])=O)[CH:10]=[N:9]2)=[C:5]([CH3:16])[O:4][N:3]=1.[CH3:31][C:28]([O:27][C:25](O[C:25]([O:27][C:28]([CH3:31])(C)C)=[O:26])=[O:26])(C)C.[H][H].CO.[CH3:36][CH2:37]O.C1COCC1. (4) The reactants are: [CH3:1][O:2][C:3]1[CH:4]=[C:5]([CH2:13][CH2:14][C:15]([O:17]CC)=[O:16])[CH:6]=[CH:7][C:8]=1[O:9][CH2:10][CH:11]=[CH2:12].[OH-].[Na+]. Given the product [CH3:1][O:2][C:3]1[CH:4]=[C:5]([CH2:13][CH2:14][C:15]([OH:17])=[O:16])[CH:6]=[CH:7][C:8]=1[O:9][CH2:10][CH:11]=[CH2:12], predict the reactants needed to synthesize it. (5) Given the product [CH3:31][N:32]1[CH2:37][CH2:36][N:35]([C:16](=[O:18])[CH2:15][CH2:14][NH:13][S:10]([C:5]2[CH:6]=[CH:7][CH:8]=[CH:9][C:4]=2[N+:1]([O-:3])=[O:2])(=[O:11])=[O:12])[CH2:34][CH2:33]1, predict the reactants needed to synthesize it. The reactants are: [N+:1]([C:4]1[CH:9]=[CH:8][CH:7]=[CH:6][C:5]=1[S:10]([NH:13][CH2:14][CH2:15][C:16]([OH:18])=O)(=[O:12])=[O:11])([O-:3])=[O:2].C(N1C=CN=C1)(N1C=CN=C1)=O.[CH3:31][N:32]1[CH2:37][CH2:36][NH:35][CH2:34][CH2:33]1. (6) Given the product [CH3:1][O:2][C:3]1[C:4]([CH2:20][N:21]2[CH2:26][CH2:25][C@@H:24]([CH3:27])[CH2:23][C@H:22]2[C:28]2[CH:29]=[CH:30][C:31]([C:34]([OH:36])=[O:35])=[CH:32][CH:33]=2)=[C:5]2[C:9](=[C:10]([CH3:12])[CH:11]=1)[NH:8][CH:7]=[CH:6]2, predict the reactants needed to synthesize it. The reactants are: [CH3:1][O:2][C:3]1[C:4]([CH2:20][N:21]2[CH2:26][CH2:25][C@@H:24]([CH3:27])[CH2:23][C@H:22]2[C:28]2[CH:33]=[CH:32][C:31]([C:34]([O:36]C)=[O:35])=[CH:30][CH:29]=2)=[C:5]2[C:9](=[C:10]([CH3:12])[CH:11]=1)[N:8](C(OC(C)(C)C)=O)[CH:7]=[CH:6]2.[Li+].[OH-].CO.